This data is from Forward reaction prediction with 1.9M reactions from USPTO patents (1976-2016). The task is: Predict the product of the given reaction. (1) The product is: [Si:42]([O:41][C@@H:39]([CH2:38][C@@H:33]([O:32][Si:25]([C:28]([CH3:29])([CH3:30])[CH3:31])([CH3:26])[CH3:27])[C@H:34]([CH3:37])[CH:35]=[C:1]([Br:5])[Br:2])[CH3:40])([C:45]([CH3:48])([CH3:47])[CH3:46])([CH3:44])[CH3:43]. Given the reactants [C:1]([Br:5])(Br)(Br)[Br:2].C1(P(C2C=CC=CC=2)C2C=CC=CC=2)C=CC=CC=1.[Si:25]([O:32][C@H:33]([CH2:38][C@H:39]([O:41][Si:42]([C:45]([CH3:48])([CH3:47])[CH3:46])([CH3:44])[CH3:43])[CH3:40])[C@H:34]([CH3:37])[CH:35]=O)([C:28]([CH3:31])([CH3:30])[CH3:29])([CH3:27])[CH3:26].C([O-])(O)=O.[Na+], predict the reaction product. (2) Given the reactants Cl.[C:2]1([P:8]2(=[O:14])[CH2:13][CH2:12][NH:11][CH2:10][CH2:9]2)[CH:7]=[CH:6][CH:5]=[CH:4][CH:3]=1.Br[CH2:16][CH2:17][C:18]1[CH:30]=[CH:29][C:21]([C:22]([O:24][C:25]([CH3:28])([CH3:27])[CH3:26])=[O:23])=[CH:20][CH:19]=1.C([O-])([O-])=O.[K+].[K+], predict the reaction product. The product is: [O:14]=[P:8]1([C:2]2[CH:3]=[CH:4][CH:5]=[CH:6][CH:7]=2)[CH2:9][CH2:10][N:11]([CH2:16][CH2:17][C:18]2[CH:30]=[CH:29][C:21]([C:22]([O:24][C:25]([CH3:27])([CH3:26])[CH3:28])=[O:23])=[CH:20][CH:19]=2)[CH2:12][CH2:13]1. (3) Given the reactants Cl[C:2]1[N:3]=[C:4]([NH:11][C:12]2[CH:16]=[C:15]([CH:17]3[CH2:19][CH2:18]3)[NH:14][N:13]=2)[C:5]2[O:10][CH:9]=[CH:8][C:6]=2[N:7]=1.[CH2:20]([NH2:27])[C:21]1[CH:26]=[CH:25][CH:24]=[CH:23][CH:22]=1.CC(C1C=C(C(C)C)C(C2C=CC=CC=2P(C2CCCCC2)C2CCCCC2)=C(C(C)C)C=1)C, predict the reaction product. The product is: [CH2:20]([NH:27][C:2]1[N:3]=[C:4]([NH:11][C:12]2[CH:16]=[C:15]([CH:17]3[CH2:19][CH2:18]3)[NH:14][N:13]=2)[C:5]2[O:10][CH:9]=[CH:8][C:6]=2[N:7]=1)[C:21]1[CH:26]=[CH:25][CH:24]=[CH:23][CH:22]=1. (4) Given the reactants [F:1][C:2]1[CH:9]=[CH:8][C:5]([CH:6]=O)=[CH:4][C:3]=1[N+:10]([O-:12])=[O:11].Cl.[NH2:14][OH:15].C([O-])(=O)C.[Na+], predict the reaction product. The product is: [F:1][C:2]1[CH:9]=[CH:8][C:5]([CH:6]=[N:14][OH:15])=[CH:4][C:3]=1[N+:10]([O-:12])=[O:11]. (5) Given the reactants [NH2:1][C:2]1[N:7]=[CH:6][C:5]([C:8]2[CH:16]=[CH:15][C:11]([C:12]([OH:14])=O)=[CH:10][CH:9]=2)=[CH:4][C:3]=1[C:17](=[O:25])[NH:18][C:19]1[CH:24]=[CH:23][N:22]=[CH:21][CH:20]=1.[CH2:26]([NH:28][CH2:29][CH2:30][N:31]([CH3:33])[CH3:32])[CH3:27], predict the reaction product. The product is: [NH2:1][C:2]1[N:7]=[CH:6][C:5]([C:8]2[CH:16]=[CH:15][C:11]([C:12](=[O:14])[N:28]([CH2:29][CH2:30][N:31]([CH3:33])[CH3:32])[CH2:26][CH3:27])=[CH:10][CH:9]=2)=[CH:4][C:3]=1[C:17]([NH:18][C:19]1[CH:20]=[CH:21][N:22]=[CH:23][CH:24]=1)=[O:25]. (6) Given the reactants CN(C(ON1N=NC2C=CC=NC1=2)=[N+](C)C)C.F[P-](F)(F)(F)(F)F.[OH:25][C:26]1[CH:27]=[C:28]2[C:32](=[CH:33][CH:34]=1)[NH:31][CH:30]=[C:29]2[CH2:35][C:36]([OH:38])=O.CCN(C(C)C)C(C)C.[CH3:48][C:49]1[N:50]([C:63]2[CH:68]=[CH:67][CH:66]=[CH:65][C:64]=2C)[C:51]([CH:54]([NH2:62])[CH2:55][C:56]2[CH:61]=[CH:60][CH:59]=[CH:58][CH:57]=2)=[N:52][N:53]=1, predict the reaction product. The product is: [OH:25][C:26]1[CH:27]=[C:28]2[C:32](=[CH:33][CH:34]=1)[NH:31][CH:30]=[C:29]2[CH2:35][C:36]([NH:62][CH:54]([C:51]1[N:50]([C:63]2[CH:68]=[CH:67][CH:66]=[CH:65][CH:64]=2)[C:49]([CH3:48])=[N:53][N:52]=1)[CH2:55][C:56]1[CH:57]=[CH:58][CH:59]=[CH:60][CH:61]=1)=[O:38]. (7) Given the reactants [Br:1][C:2]1[CH:3]=[CH:4][C:5]([OH:8])=[N:6][CH:7]=1.C1C=CN=C(C2C=[CH:17][CH:18]=[CH:19]N=2)C=1.C1(B(O)O)CC1.C([O-])([O-])=O.[Na+].[Na+], predict the reaction product. The product is: [Br:1][C:2]1[CH:3]=[CH:4][C:5](=[O:8])[N:6]([CH:17]2[CH2:18][CH2:19]2)[CH:7]=1. (8) The product is: [ClH:23].[ClH:23].[NH2:7][C@@H:8]([CH3:9])[C:10]([NH:11][C:12]1([C:15]2[CH:20]=[CH:19][CH:18]=[CH:17][N:16]=2)[CH2:14][CH2:13]1)=[O:21]. Given the reactants C(OC(=O)[NH:7][C@H:8]([C:10](=[O:21])[NH:11][C:12]1([C:15]2[CH:20]=[CH:19][CH:18]=[CH:17][N:16]=2)[CH2:14][CH2:13]1)[CH3:9])(C)(C)C.[ClH:23].O1CCOCC1, predict the reaction product. (9) Given the reactants [Cl:1][C:2]1[CH:7]=[CH:6][CH:5]=[CH:4][C:3]=1[NH:8][N:9]=[C:10]([Br:12])Br.[C:13]([O:17][CH3:18])(=[O:16])[CH:14]=[CH2:15].C(N(CC)C(C)C)(C)C, predict the reaction product. The product is: [Br:12][C:10]1[CH2:15][CH:14]([C:13]([O:17][CH3:18])=[O:16])[N:8]([C:3]2[CH:4]=[CH:5][CH:6]=[CH:7][C:2]=2[Cl:1])[N:9]=1.